Predict which catalyst facilitates the given reaction. From a dataset of Catalyst prediction with 721,799 reactions and 888 catalyst types from USPTO. Reactant: [CH3:1][CH:2]([C:4]1[CH:9]=[CH:8][C:7]([S:10][CH2:11][C@@H:12]2[CH2:17][CH2:16][CH2:15][CH2:14][C@H:13]2[NH:18][S:19]([CH2:22][CH3:23])(=[O:21])=[O:20])=[CH:6][CH:5]=1)[CH3:3].ClC1C=CC=C(C(OO)=[O:32])C=1.C(=O)([O-])O.[Na+].S([O-])([O-])(=O)=S.[Na+].[Na+]. Product: [CH3:3][CH:2]([C:4]1[CH:9]=[CH:8][C:7]([S:10]([CH2:11][CH:12]2[CH2:17][CH2:16][CH2:15][CH2:14][CH:13]2[NH:18][S:19]([CH2:22][CH3:23])(=[O:20])=[O:21])=[O:32])=[CH:6][CH:5]=1)[CH3:1]. The catalyst class is: 13.